From a dataset of KCNQ2 potassium channel screen with 302,405 compounds. Binary Classification. Given a drug SMILES string, predict its activity (active/inactive) in a high-throughput screening assay against a specified biological target. (1) The molecule is Fc1c(OCc2onc(C(=O)N(CCc3ncccc3)C)c2)ccc(F)c1. The result is 0 (inactive). (2) The molecule is S(c1nc(Oc2nn(c(=O)cc2)C)cc(n1)C)CC(OCC)=O. The result is 0 (inactive). (3) The result is 0 (inactive). The compound is O1c2c(C(CC1=O)c1ccccc1)cc(cc2)C. (4) The molecule is S(=O)(=O)(NCC(OCC(=O)c1c(n(c(c1)C)c1cc2OCOc2cc1)C)=O)c1ccc(NC(=O)C)cc1. The result is 0 (inactive). (5) The molecule is S(=O)(=O)(NC(CC(=O)NCCCC)c1occc1)c1ccc(cc1)C. The result is 0 (inactive). (6) The molecule is Brc1oc(C(=O)NCC(=O)Nc2ccncc2)cc1. The result is 0 (inactive).